This data is from Forward reaction prediction with 1.9M reactions from USPTO patents (1976-2016). The task is: Predict the product of the given reaction. Given the reactants [F:1][C:2]1[CH:30]=[CH:29][C:5]([C:6]([NH:8][CH2:9][C:10]2([C:25]([F:28])([F:27])[F:26])[C:15]3[CH:16]=[C:17]([C:20]([NH:22]C)=O)[CH:18]=[CH:19][C:14]=3[NH:13][C:12](=[O:24])[O:11]2)=[O:7])=[CH:4][CH:3]=1.[N-:31]=[N+:32]=[N-:33].[Na+].[Cl-].[NH4+].O, predict the reaction product. The product is: [F:1][C:2]1[CH:3]=[CH:4][C:5]([C:6]([NH:8][CH2:9][C:10]2([C:25]([F:26])([F:27])[F:28])[C:15]3[CH:16]=[C:17]([C:20]4[NH:33][N:32]=[N:31][N:22]=4)[CH:18]=[CH:19][C:14]=3[NH:13][C:12](=[O:24])[O:11]2)=[O:7])=[CH:29][CH:30]=1.